This data is from Forward reaction prediction with 1.9M reactions from USPTO patents (1976-2016). The task is: Predict the product of the given reaction. (1) The product is: [C:26]([CH2:25][CH2:24][C:23]([NH:22][C@H:7]([CH2:8][C:9]1[CH:14]=[CH:13][C:12]([C:15]2[CH:20]=[CH:19][CH:18]=[C:17]([Cl:21])[CH:16]=2)=[CH:11][CH:10]=1)[CH2:6][C@H:5]([CH3:30])[C:4]([OH:31])=[O:3])=[O:29])([OH:28])=[O:27]. Given the reactants C([O:3][C:4](=[O:31])[C@@H:5]([CH3:30])[CH2:6][C@H:7]([NH:22][C:23](=[O:29])[CH2:24][CH2:25][C:26]([OH:28])=[O:27])[CH2:8][C:9]1[CH:14]=[CH:13][C:12]([C:15]2[CH:20]=[CH:19][CH:18]=[C:17]([Cl:21])[CH:16]=2)=[CH:11][CH:10]=1)C.[OH-].[Na+].Cl, predict the reaction product. (2) Given the reactants [Si]([O:8][C@H:9]1[CH2:13][N:12]([C:14]([O:16][C:17]([CH3:20])([CH3:19])[CH3:18])=[O:15])[CH:11]([C:21]2[CH:26]=[CH:25][CH:24]=[C:23]([F:27])[CH:22]=2)[CH2:10]1)(C(C)(C)C)(C)C.CCCC[N+](CCCC)(CCCC)CCCC.[F-].O, predict the reaction product. The product is: [F:27][C:23]1[CH:22]=[C:21]([CH:11]2[CH2:10][C@@H:9]([OH:8])[CH2:13][N:12]2[C:14]([O:16][C:17]([CH3:20])([CH3:19])[CH3:18])=[O:15])[CH:26]=[CH:25][CH:24]=1. (3) Given the reactants [NH2:1][C:2]1[CH:7]=[CH:6][C:5]([C:8]2[C:9]([NH2:24])=[N:10][C:11]([NH2:23])=[N:12][C:13]=2[CH2:14]OCC2C=CC=CC=2)=[CH:4][CH:3]=1.[F:25][C:26]1[CH:27]=[C:28]([CH:31]=[C:32]([F:38])[C:33]=1[S:34]([CH3:37])(=[O:36])=[O:35])[CH:29]=O.F[C:40]1C=C(C=CC=1S(C)(=O)=O)C=O, predict the reaction product. The product is: [F:25][C:26]1[CH:27]=[C:28]([CH:31]=[C:32]([F:38])[C:33]=1[S:34]([CH3:37])(=[O:36])=[O:35])[CH2:29][NH:1][C:2]1[CH:3]=[CH:4][C:5]([C:8]2[C:9]([NH2:24])=[N:10][C:11]([NH2:23])=[N:12][C:13]=2[CH2:14][CH3:40])=[CH:6][CH:7]=1. (4) Given the reactants [CH3:1][O:2][C:3](=[O:20])[CH:4]([N:11]1[C:16](=[O:17])[C:15]([Cl:18])=[C:14](Cl)[CH:13]=[N:12]1)[CH2:5][CH:6]1[CH2:10][CH2:9][CH2:8][CH2:7]1.[OH:21][CH2:22][CH2:23][C:24]1[CH:29]=[CH:28][CH:27]=[CH:26][C:25]=1[OH:30], predict the reaction product. The product is: [CH3:1][O:2][C:3](=[O:20])[CH:4]([N:11]1[C:16](=[O:17])[C:15]([Cl:18])=[C:14]([O:30][C:25]2[CH:26]=[CH:27][CH:28]=[CH:29][C:24]=2[CH2:23][CH2:22][OH:21])[CH:13]=[N:12]1)[CH2:5][CH:6]1[CH2:10][CH2:9][CH2:8][CH2:7]1. (5) Given the reactants Br[C:2]1[CH:3]=[C:4]2[C:9](=[CH:10][CH:11]=1)[CH2:8][N:7]([C:12](=[O:15])[CH2:13][OH:14])[CH2:6][CH2:5]2.C([O-])(=O)C.[K+].[CH3:21][C:22]1([CH3:38])[C:26]([CH3:28])([CH3:27])[O:25][B:24]([B:24]2[O:25][C:26]([CH3:28])([CH3:27])[C:22]([CH3:38])([CH3:21])[O:23]2)[O:23]1.C1(P(C2C=CC=CC=2)C2C=CC=CC=2)C=CC=CC=1, predict the reaction product. The product is: [OH:14][CH2:13][C:12]([N:7]1[CH2:6][CH2:5][C:4]2[C:9](=[CH:10][CH:11]=[C:2]([B:24]3[O:25][C:26]([CH3:28])([CH3:27])[C:22]([CH3:38])([CH3:21])[O:23]3)[CH:3]=2)[CH2:8]1)=[O:15]. (6) Given the reactants Br[C:2]1[CH:3]=[C:4]([C@H:8]2[N:11]([C:12]3[CH:17]=[CH:16][C:15]([F:18])=[CH:14][CH:13]=3)[C:10](=[O:19])[C@@H:9]2[CH2:20][CH2:21][C@@H:22]([C:24]2[CH:29]=[CH:28][C:27]([F:30])=[CH:26][CH:25]=2)[OH:23])[CH:5]=[CH:6][CH:7]=1.[OH:31][C:32]1[CH:37]=[CH:36][C:35](B(O)O)=[CH:34][CH:33]=1, predict the reaction product. The product is: [F:18][C:15]1[CH:16]=[CH:17][C:12]([N:11]2[C@H:8]([C:4]3[CH:3]=[C:2]([C:35]4[CH:36]=[CH:37][C:32]([OH:31])=[CH:33][CH:34]=4)[CH:7]=[CH:6][CH:5]=3)[C@@H:9]([CH2:20][CH2:21][C@@H:22]([C:24]3[CH:29]=[CH:28][C:27]([F:30])=[CH:26][CH:25]=3)[OH:23])[C:10]2=[O:19])=[CH:13][CH:14]=1. (7) Given the reactants [CH2:1]([NH:3][C:4]([N:6]1[N:10]=[CH:9][C:8]2([CH2:14][CH2:13][CH2:12][CH2:11]2)[CH2:7]1)=[S:5])[CH3:2].I[CH3:16], predict the reaction product. The product is: [CH3:16][S:5][C:4]([N:6]1[N:10]=[CH:9][C:8]2([CH2:14][CH2:13][CH2:12][CH2:11]2)[CH2:7]1)=[N:3][CH2:1][CH3:2].